This data is from Reaction yield outcomes from USPTO patents with 853,638 reactions. The task is: Predict the reaction yield, written as a fraction of the theoretical maximum amount of product (1.0 means a 100% yield; for example, 0.34 means a 34% yield). (1) The reactants are [C:1]([C:3]1[CH:4]=[C:5]([C:9]2[CH:10]=[CH:11][C:12]3[O:16][C:15]([C:17]4[CH:22]=[CH:21][C:20]([F:23])=[CH:19][CH:18]=4)=[C:14]([C:24]([NH:26][CH3:27])=[O:25])[C:13]=3[CH:28]=2)[CH:6]=[CH:7][CH:8]=1)#[N:2].N[C:30]([CH3:34])([CH3:33])[CH2:31][OH:32]. The catalyst is C1(Cl)C=CC=CC=1.[Cl-].[Zn+2].[Cl-]. The product is [CH3:33][C:30]1([CH3:34])[CH2:31][O:32][C:1]([C:3]2[CH:4]=[C:5]([C:9]3[CH:10]=[CH:11][C:12]4[O:16][C:15]([C:17]5[CH:22]=[CH:21][C:20]([F:23])=[CH:19][CH:18]=5)=[C:14]([C:24]([NH:26][CH3:27])=[O:25])[C:13]=4[CH:28]=3)[CH:6]=[CH:7][CH:8]=2)=[N:2]1. The yield is 0.140. (2) The reactants are [N+:1]([C:4]1[CH:5]=[CH:6][C:7]2[N:11]=[C:10](S)[NH:9][C:8]=2[CH:13]=1)([O-:3])=[O:2].[Br:14]Br. The catalyst is CO.Br. The product is [Br:14][C:10]1[NH:9][C:8]2[CH:13]=[C:4]([N+:1]([O-:3])=[O:2])[CH:5]=[CH:6][C:7]=2[N:11]=1. The yield is 0.780. (3) The reactants are [CH:1]1([NH:6][C:7]2[CH:12]=[CH:11][C:10]([C@H:13]3[C@@H:18]([C:19](O)=[O:20])[CH2:17][CH2:16][CH2:15][N:14]3[C:22](=[O:31])[C:23]3[C:28]([CH3:29])=[CH:27][CH:26]=[CH:25][C:24]=3[F:30])=[CH:9][CH:8]=2)[CH2:5][CH2:4][CH2:3][CH2:2]1.[CH3:32][C:33]1[CH:39]=[CH:38][C:36]([NH2:37])=[CH:35][C:34]=1[C:40]([F:43])([F:42])[F:41].C(N(CC)C(C)C)(C)C.CS(Cl)(=O)=O.C(OC(C)C)(=O)C. The catalyst is ClCCl. The product is [CH:1]1([NH:6][C:7]2[CH:8]=[CH:9][C:10]([C@H:13]3[C@@H:18]([C:19]([NH:37][C:36]4[CH:38]=[CH:39][C:33]([CH3:32])=[C:34]([C:40]([F:41])([F:42])[F:43])[CH:35]=4)=[O:20])[CH2:17][CH2:16][CH2:15][N:14]3[C:22](=[O:31])[C:23]3[C:28]([CH3:29])=[CH:27][CH:26]=[CH:25][C:24]=3[F:30])=[CH:11][CH:12]=2)[CH2:2][CH2:3][CH2:4][CH2:5]1. The yield is 0.760. (4) The reactants are O=[C:2]1[C:11]2[N:10]=[CH:9][CH:8]=[CH:7][C:6]=2[CH:5]=[C:4]([C:12]([O:14][CH2:15][CH3:16])=[O:13])[NH:3]1.P(Cl)(Cl)([Cl:19])=O. No catalyst specified. The product is [Cl:19][C:2]1[N:3]=[C:4]([C:12]([O:14][CH2:15][CH3:16])=[O:13])[CH:5]=[C:6]2[C:11]=1[N:10]=[CH:9][CH:8]=[CH:7]2. The yield is 0.870. (5) The reactants are C(OCC)C.[C:6]([C:8]1[CH:9]=[C:10]([C:14]2[CH:15]=[C:16]([CH:21]=[C:22]([CH2:24]O)[CH:23]=2)[C:17]([O:19][CH3:20])=[O:18])[CH:11]=[CH:12][CH:13]=1)#[N:7].P(Br)(Br)[Br:27]. The catalyst is O. The product is [C:6]([C:8]1[CH:9]=[C:10]([C:14]2[CH:15]=[C:16]([CH:21]=[C:22]([CH2:24][Br:27])[CH:23]=2)[C:17]([O:19][CH3:20])=[O:18])[CH:11]=[CH:12][CH:13]=1)#[N:7]. The yield is 0.980. (6) The reactants are [Br:1][C:2]1[CH:3]=[C:4]2[C:9](=[CH:10][CH:11]=1)[N:8]=[C:7]([CH3:12])[C:6]([C:13](=[O:15])[CH3:14])=[C:5]2[C:16]1[CH:21]=[CH:20][C:19]([F:22])=[CH:18][CH:17]=1.[BH4-].[Na+]. The catalyst is CO. The product is [Br:1][C:2]1[CH:3]=[C:4]2[C:9](=[CH:10][CH:11]=1)[N:8]=[C:7]([CH3:12])[C:6]([CH:13]([OH:15])[CH3:14])=[C:5]2[C:16]1[CH:17]=[CH:18][C:19]([F:22])=[CH:20][CH:21]=1. The yield is 0.980. (7) The reactants are C(=O)([O-])[O-].[K+].[K+].S([O:12][CH3:13])(OC)(=O)=O.[CH2:14]([O:21][C:22]1[C:31]([CH:32]([CH3:34])[CH3:33])=[CH:30][C:25]([C:26]([O:28][CH3:29])=[O:27])=[C:24](O)[CH:23]=1)[C:15]1[CH:20]=[CH:19][CH:18]=[CH:17][CH:16]=1. The catalyst is C(#N)C. The product is [CH2:14]([O:21][C:22]1[C:31]([CH:32]([CH3:34])[CH3:33])=[CH:30][C:25]([C:26]([O:28][CH3:29])=[O:27])=[C:24]([O:12][CH3:13])[CH:23]=1)[C:15]1[CH:20]=[CH:19][CH:18]=[CH:17][CH:16]=1. The yield is 0.950. (8) The reactants are [Cl:1][C:2]1[CH:7]=[CH:6][C:5]([C:8]2([CH2:14][OH:15])[CH2:13][CH2:12][NH:11][CH2:10][CH2:9]2)=[CH:4][CH:3]=1.[H-].[Na+].F[C:19]1[CH:28]=[C:27]2[C:22]([C:23](=[O:29])[NH:24][CH:25]=[N:26]2)=[CH:21][CH:20]=1. The catalyst is CN(C)C=O. The product is [Cl:1][C:2]1[CH:7]=[CH:6][C:5]([C:8]2([CH2:14][OH:15])[CH2:13][CH2:12][N:11]([C:19]3[CH:28]=[C:27]4[C:22]([C:23](=[O:29])[NH:24][CH:25]=[N:26]4)=[CH:21][CH:20]=3)[CH2:10][CH2:9]2)=[CH:4][CH:3]=1. The yield is 0.0600. (9) The reactants are [Br:1][C:2]1[C:7](=[O:8])[NH:6][C:4](=[O:5])[C:3]=1[Br:9].CN1CCOCC1.[CH3:17][O:18][C:19](Cl)=[O:20].C(Cl)Cl. The catalyst is C1COCC1. The product is [CH3:17][O:18][C:19]([N:6]1[C:7](=[O:8])[C:2]([Br:1])=[C:3]([Br:9])[C:4]1=[O:5])=[O:20]. The yield is 0.970.